The task is: Predict the reactants needed to synthesize the given product.. This data is from Full USPTO retrosynthesis dataset with 1.9M reactions from patents (1976-2016). (1) Given the product [CH3:18][N:9]([C:7]1[CH:8]=[N:3][CH:4]=[N:5][CH:6]=1)[C:10]1[CH:11]=[C:12]([CH:15]=[CH:16][CH:17]=1)[C:13]#[N:14], predict the reactants needed to synthesize it. The reactants are: [H-].[Na+].[N:3]1[CH:8]=[C:7]([NH:9][C:10]2[CH:11]=[C:12]([CH:15]=[CH:16][CH:17]=2)[C:13]#[N:14])[CH:6]=[N:5][CH:4]=1.[CH3:18]I. (2) Given the product [CH3:13][O:12][C:9]1[CH:10]=[C:11]2[C:6](=[CH:7][C:8]=1[O:14][CH3:15])[N:5]=[CH:4][CH:3]=[C:2]2[O:19][C:18]1[CH:20]=[CH:21][CH:22]=[CH:23][C:17]=1[C:16]([O:25][CH2:26][CH3:27])=[O:24], predict the reactants needed to synthesize it. The reactants are: Cl[C:2]1[C:11]2[C:6](=[CH:7][C:8]([O:14][CH3:15])=[C:9]([O:12][CH3:13])[CH:10]=2)[N:5]=[CH:4][CH:3]=1.[C:16]([O:25][CH2:26][CH3:27])(=[O:24])[C:17]1[C:18](=[CH:20][CH:21]=[CH:22][CH:23]=1)[OH:19]. (3) Given the product [CH2:34]([O:33][C:32]([NH:31][C@@H:27]([CH:28]([CH3:30])[CH3:29])[CH:25]([OH:26])[CH2:20][C:19]([O:22][CH2:23][CH3:24])=[O:21])=[O:41])[C:35]1[CH:40]=[CH:39][CH:38]=[CH:37][CH:36]=1, predict the reactants needed to synthesize it. The reactants are: C(NC(C)C)(C)C.C([Li])CCC.CCCCCC.[C:19]([O:22][CH2:23][CH3:24])(=[O:21])[CH3:20].[CH:25]([C@@H:27]([NH:31][C:32](=[O:41])[O:33][CH2:34][C:35]1[CH:40]=[CH:39][CH:38]=[CH:37][CH:36]=1)[CH:28]([CH3:30])[CH3:29])=[O:26]. (4) Given the product [CH3:62][O:61][C:58](=[O:60])[C:13]1[C:14]([OH:15])=[C:9]([O:8][CH2:1][C:2]2[CH:7]=[CH:6][CH:5]=[CH:4][CH:3]=2)[C:10]([CH3:17])=[N:11][CH:12]=1, predict the reactants needed to synthesize it. The reactants are: [CH2:1]([O:8][C:9]1[C:10]([CH3:17])=[N:11][CH:12]=[C:13](Br)[C:14]=1[OH:15])[C:2]1[CH:7]=[CH:6][CH:5]=[CH:4][CH:3]=1.C1(P(C2C=CC=CC=2)CCCP(C2C=CC=CC=2)C2C=CC=CC=2)C=CC=CC=1.C(N(CC)CC)C.[C]=O.[Cl-].[NH4+].[C:58]([O:61][CH2:62]C)(=[O:60])C. (5) The reactants are: [C:1]([CH:3]([CH2:9][CH2:10]/[C:11](/[C:19]1[CH:24]=[CH:23][C:22]([F:25])=[CH:21][CH:20]=1)=[N:12]\[S@@:13]([C:15]([CH3:18])([CH3:17])[CH3:16])=[O:14])[C:4]([O:6][CH2:7][CH3:8])=[O:5])#[N:2].[BH4-].[Na+]. Given the product [C:1]([CH:3]([CH2:9][CH2:10][C@H:11]([C:19]1[CH:24]=[CH:23][C:22]([F:25])=[CH:21][CH:20]=1)[NH:12][S@@:13]([C:15]([CH3:18])([CH3:16])[CH3:17])=[O:14])[C:4]([O:6][CH2:7][CH3:8])=[O:5])#[N:2], predict the reactants needed to synthesize it.